From a dataset of NCI-60 drug combinations with 297,098 pairs across 59 cell lines. Regression. Given two drug SMILES strings and cell line genomic features, predict the synergy score measuring deviation from expected non-interaction effect. (1) Cell line: SK-MEL-2. Drug 1: CC1=C2C(C(=O)C3(C(CC4C(C3C(C(C2(C)C)(CC1OC(=O)C(C(C5=CC=CC=C5)NC(=O)C6=CC=CC=C6)O)O)OC(=O)C7=CC=CC=C7)(CO4)OC(=O)C)O)C)OC(=O)C. Synergy scores: CSS=45.1, Synergy_ZIP=2.51, Synergy_Bliss=2.00, Synergy_Loewe=-5.26, Synergy_HSA=-2.41. Drug 2: CC1C(C(CC(O1)OC2CC(OC(C2O)C)OC3=CC4=CC5=C(C(=O)C(C(C5)C(C(=O)C(C(C)O)O)OC)OC6CC(C(C(O6)C)O)OC7CC(C(C(O7)C)O)OC8CC(C(C(O8)C)O)(C)O)C(=C4C(=C3C)O)O)O)O. (2) Drug 1: CC1=C2C(C(=O)C3(C(CC4C(C3C(C(C2(C)C)(CC1OC(=O)C(C(C5=CC=CC=C5)NC(=O)OC(C)(C)C)O)O)OC(=O)C6=CC=CC=C6)(CO4)OC(=O)C)O)C)O. Drug 2: CC1C(C(CC(O1)OC2CC(OC(C2O)C)OC3=CC4=CC5=C(C(=O)C(C(C5)C(C(=O)C(C(C)O)O)OC)OC6CC(C(C(O6)C)O)OC7CC(C(C(O7)C)O)OC8CC(C(C(O8)C)O)(C)O)C(=C4C(=C3C)O)O)O)O. Cell line: HOP-92. Synergy scores: CSS=39.1, Synergy_ZIP=0.898, Synergy_Bliss=0.208, Synergy_Loewe=3.66, Synergy_HSA=1.23. (3) Drug 2: CC1CCCC2(C(O2)CC(NC(=O)CC(C(C(=O)C(C1O)C)(C)C)O)C(=CC3=CSC(=N3)C)C)C. Synergy scores: CSS=46.9, Synergy_ZIP=-2.30, Synergy_Bliss=-3.24, Synergy_Loewe=-10.3, Synergy_HSA=-1.80. Cell line: HS 578T. Drug 1: CC1CCC2CC(C(=CC=CC=CC(CC(C(=O)C(C(C(=CC(C(=O)CC(OC(=O)C3CCCCN3C(=O)C(=O)C1(O2)O)C(C)CC4CCC(C(C4)OC)O)C)C)O)OC)C)C)C)OC.